This data is from Forward reaction prediction with 1.9M reactions from USPTO patents (1976-2016). The task is: Predict the product of the given reaction. Given the reactants [F:1][C:2]1[CH:3]=[C:4]([CH:8]2[CH2:12][CH2:11][CH2:10][N:9]2[C:13]2[CH:18]=[CH:17][N:16]3[N:19]=[CH:20][C:21]([C:22]([OH:24])=O)=[C:15]3[N:14]=2)[CH:5]=[N:6][CH:7]=1.[C:25]([NH:28][NH2:29])(=[O:27])[CH3:26].CCN(C(C)C)C(C)C.CN(C(ON1N=NC2C=CC=NC1=2)=[N+](C)C)C.F[P-](F)(F)(F)(F)F, predict the reaction product. The product is: [C:25]([NH:28][NH:29][C:22]([C:21]1[CH:20]=[N:19][N:16]2[CH:17]=[CH:18][C:13]([N:9]3[CH2:10][CH2:11][CH2:12][CH:8]3[C:4]3[CH:5]=[N:6][CH:7]=[C:2]([F:1])[CH:3]=3)=[N:14][C:15]=12)=[O:24])(=[O:27])[CH3:26].